From a dataset of Full USPTO retrosynthesis dataset with 1.9M reactions from patents (1976-2016). Predict the reactants needed to synthesize the given product. (1) Given the product [BrH:17].[CH2:15]([NH:14][CH:12]([CH3:13])[CH2:11][C:5]1[CH:4]=[C:3]([OH:2])[C:8]([OH:9])=[CH:7][CH:6]=1)[CH3:16], predict the reactants needed to synthesize it. The reactants are: C[O:2][C:3]1[CH:4]=[C:5]([CH2:11][CH:12]([NH:14][CH2:15][CH3:16])[CH3:13])[CH:6]=[CH:7][C:8]=1[O:9]C.[BrH:17]. (2) Given the product [F:1][C:2]([F:36])([F:35])[C:3]1[CH:4]=[C:5]([CH:28]=[C:29]([C:31]([F:34])([F:33])[F:32])[CH:30]=1)[CH2:6][N:7]1[CH2:14][CH2:13][CH2:12][O:11][C:10]2[N:15]=[C:16]([N:42]3[CH2:43][CH2:44][CH:39]([N:38]([CH3:45])[CH3:37])[CH2:40][CH2:41]3)[CH:17]=[C:18]([C:19]3[CH:24]=[CH:23][CH:22]=[CH:21][C:20]=3[CH3:25])[C:9]=2[C:8]1=[O:27], predict the reactants needed to synthesize it. The reactants are: [F:1][C:2]([F:36])([F:35])[C:3]1[CH:4]=[C:5]([CH:28]=[C:29]([C:31]([F:34])([F:33])[F:32])[CH:30]=1)[CH2:6][N:7]1[CH2:14][CH2:13][CH2:12][O:11][C:10]2[N:15]=[C:16](Cl)[CH:17]=[C:18]([C:19]3[CH:24]=[CH:23][CH:22]=[CH:21][C:20]=3[CH3:25])[C:9]=2[C:8]1=[O:27].[CH3:37][N:38]([CH3:45])[CH:39]1[CH2:44][CH2:43][NH:42][CH2:41][CH2:40]1. (3) Given the product [OH:55][C@H:53]([CH3:54])[C@H:52]([N:51]1[CH2:28][CH2:29][CH2:30]/[C:31](=[CH:35]\[C:36]2[CH:41]=[CH:40][C:39]([N:42]3[CH:46]=[C:45]([CH3:47])[N:44]=[CH:43]3)=[C:38]([O:48][CH3:49])[CH:37]=2)/[C:32]1=[O:34])[C:56]1[CH:57]=[C:58]([F:64])[C:59]([F:63])=[C:60]([F:62])[CH:61]=1, predict the reactants needed to synthesize it. The reactants are: C(N(C(C)C)CC)(C)C.C1C=CC2N(O)N=NC=2C=1.FC(F)(F)C(O)=O.Cl[CH2:28][CH2:29][CH2:30]/[C:31](=[CH:35]\[C:36]1[CH:41]=[CH:40][C:39]([N:42]2[CH:46]=[C:45]([CH3:47])[N:44]=[CH:43]2)=[C:38]([O:48][CH3:49])[CH:37]=1)/[C:32]([OH:34])=O.Cl.[NH2:51][C@H:52]([C:56]1[CH:61]=[C:60]([F:62])[C:59]([F:63])=[C:58]([F:64])[CH:57]=1)[C@H:53]([OH:55])[CH3:54].C(=O)([O-])O.[Na+].[H-].[Na+]. (4) Given the product [S:18]([C:21]1[CH:27]=[CH:26][C:24]([CH3:25])=[CH:23][CH:22]=1)([O:8][CH2:7][C@H:6]1[O:9][CH2:5]1)(=[O:20])=[O:19], predict the reactants needed to synthesize it. The reactants are: C(Cl)Cl.Cl[CH2:5][C@H:6]([OH:9])[CH2:7][OH:8].[O-]P([O-])([O-])=O.[K+].[K+].[K+].[S:18](Cl)([C:21]1[CH:27]=[CH:26][C:24]([CH3:25])=[CH:23][CH:22]=1)(=[O:20])=[O:19]. (5) Given the product [CH:9]([C:11]1[CH:16]=[CH:15][CH:14]=[CH:13][C:12]=1[C:2]1[CH:7]=[CH:6][CH:5]=[CH:4][C:3]=1[Cl:8])=[O:10], predict the reactants needed to synthesize it. The reactants are: Br[C:2]1[CH:7]=[CH:6][CH:5]=[CH:4][C:3]=1[Cl:8].[CH:9]([C:11]1[CH:16]=[CH:15][CH:14]=[CH:13][C:12]=1B(O)O)=[O:10].C(=O)([O-])[O-].[Na+].[Na+].C(OCC)(=O)C. (6) Given the product [CH:1]([O:4][C:5]([N:7]1[CH:12]([CH2:13][CH3:14])[CH2:11][CH:10]([N:15]([CH2:23][C:24]2[CH:29]=[C:28]([C:30]([F:33])([F:31])[F:32])[CH:27]=[C:26]([Cl:34])[CH:25]=2)[C:16]2[N:21]=[CH:20][C:19]([O:22][CH2:43][CH2:44][OH:45])=[CH:18][N:17]=2)[CH2:9][CH:8]1[CH2:35][C:36]1[CH:37]=[CH:38][CH:39]=[CH:40][CH:41]=1)=[O:6])([CH3:2])[CH3:3], predict the reactants needed to synthesize it. The reactants are: [CH:1]([O:4][C:5]([N:7]1[CH:12]([CH2:13][CH3:14])[CH2:11][CH:10]([N:15]([CH2:23][C:24]2[CH:29]=[C:28]([C:30]([F:33])([F:32])[F:31])[CH:27]=[C:26]([Cl:34])[CH:25]=2)[C:16]2[N:21]=[CH:20][C:19]([OH:22])=[CH:18][N:17]=2)[CH2:9][CH:8]1[CH2:35][C:36]1[CH:41]=[CH:40][CH:39]=[CH:38][CH:37]=1)=[O:6])([CH3:3])[CH3:2].Br[CH2:43][CH2:44][OH:45].C(=O)([O-])[O-].[K+].[K+].O.